From a dataset of Catalyst prediction with 721,799 reactions and 888 catalyst types from USPTO. Predict which catalyst facilitates the given reaction. (1) Product: [CH2:30]([O:37][C:38](=[O:44])[C@H:39]([CH:41]([CH3:42])[CH3:43])[NH:40][C:7]([N:4]1[CH2:5][CH2:6][O:1][CH2:2][CH2:3]1)=[O:8])[C:31]1[CH:36]=[CH:35][CH:34]=[CH:33][CH:32]=1. The catalyst class is: 124. Reactant: [O:1]1[CH2:6][CH2:5][N:4]([C:7](Cl)=[O:8])[CH2:3][CH2:2]1.C(N(C(C)C)C(C)C)C.C1(C)C=CC(S(O)(=O)=O)=CC=1.[CH2:30]([O:37][C:38](=[O:44])[C@H:39]([CH:41]([CH3:43])[CH3:42])[NH2:40])[C:31]1[CH:36]=[CH:35][CH:34]=[CH:33][CH:32]=1. (2) The catalyst class is: 8. Product: [Br:1][C:2]1[CH:9]=[CH:8][C:5]([C:6](=[N:11][OH:12])[NH2:7])=[CH:4][CH:3]=1. Reactant: [Br:1][C:2]1[CH:9]=[CH:8][C:5]([C:6]#[N:7])=[CH:4][CH:3]=1.Cl.[NH2:11][OH:12].C([O-])(O)=O.[Na+]. (3) Reactant: [F:1][C:2]1([F:24])[CH2:7][CH:6]2[N:8](C(OCC3C=CC=CC=3)=O)[CH:3]1[CH2:4][C@H:5]2[C:19]([O:21][CH2:22]C)=[O:20]. Product: [F:24][C:2]1([F:1])[CH2:7][CH:6]2[NH:8][CH:3]1[CH2:4][CH:5]2[C:19]([O:21][CH3:22])=[O:20]. The catalyst class is: 19.